Dataset: Full USPTO retrosynthesis dataset with 1.9M reactions from patents (1976-2016). Task: Predict the reactants needed to synthesize the given product. The reactants are: C(OP([CH:8]([C:10]1[CH:15]=[CH:14][CH:13]=[C:12]([C:16]#[C:17][C:18]2[CH:23]=[CH:22][C:21]([O:24][CH:25]([F:27])[F:26])=[CH:20][CH:19]=2)[CH:11]=1)[F:9])OCC)C.[Li+].CC([N-]C(C)C)C.[CH:36]1([CH:39]=O)[CH2:38][CH2:37]1.Cl. Given the product [CH:36]1([CH:39]=[C:8]([C:10]2[CH:15]=[CH:14][CH:13]=[C:12]([C:16]#[C:17][C:18]3[CH:19]=[CH:20][C:21]([O:24][CH:25]([F:26])[F:27])=[CH:22][CH:23]=3)[CH:11]=2)[F:9])[CH2:38][CH2:37]1, predict the reactants needed to synthesize it.